From a dataset of Forward reaction prediction with 1.9M reactions from USPTO patents (1976-2016). Predict the product of the given reaction. (1) The product is: [O:9]=[C:8]1[N:7]([CH2:6][C:3]2[CH:4]=[CH:5][S:1][CH:2]=2)[N:11]=[N:10][C:12]2=[C:13]([C:17]([NH2:19])=[O:18])[N:14]=[CH:15][N:16]12. Given the reactants [S:1]1[CH:5]=[CH:4][C:3]([CH2:6][N:7]=[C:8]=[O:9])=[CH:2]1.[N+:10](=[C:12]1[N:16]=[CH:15][N:14]=[C:13]1[C:17]([NH2:19])=[O:18])=[N-:11], predict the reaction product. (2) The product is: [CH3:1][N:2]1[C:10]2[C:5](=[CH:6][CH:7]=[CH:8][CH:9]=2)[CH:4]=[C:3]1[C:11]([NH:14][C@H:15]([C:20]([NH:22][C@H:23]([CH:36]=[O:37])[CH2:24][C:25](=[N:31][NH:32][C:33]([NH2:35])=[O:34])[O:26][C:27]([CH3:29])([CH3:28])[CH3:30])=[O:21])[CH2:16][CH:17]([CH3:18])[CH3:19])=[O:13]. Given the reactants [CH3:1][N:2]1[C:10]2[C:5](=[CH:6][CH:7]=[CH:8][CH:9]=2)[CH:4]=[C:3]1[C:11]([OH:13])=O.[NH2:14][C@H:15]([C:20]([NH:22][C@H:23]([CH:36]=[O:37])[CH2:24][C:25](=[N:31][NH:32][C:33]([NH2:35])=[O:34])[O:26][C:27]([CH3:30])([CH3:29])[CH3:28])=[O:21])[CH2:16][CH:17]([CH3:19])[CH3:18].CCN=C=NCCCN(C)C.CCOCC, predict the reaction product. (3) Given the reactants [O:1]1[CH2:6][CH2:5][CH2:4][CH2:3][CH:2]1[O:7][NH:8][C:9](=[O:32])[CH2:10][C:11]1([C:20]2[S:21][C:22]([C:25]3[CH:30]=[CH:29][C:28]([Cl:31])=[CH:27][CH:26]=3)=[CH:23][CH:24]=2)[S:17](=[O:19])(=[O:18])[CH2:16][CH2:15][NH:14][CH2:13][CH2:12]1.C(N(CC)CC)C.[CH3:40][O:41][CH2:42][CH2:43][NH:44][S:45](ON1C(=O)CCC1=O)(=[O:47])=[O:46], predict the reaction product. The product is: [O:1]1[CH2:6][CH2:5][CH2:4][CH2:3][CH:2]1[O:7][NH:8][C:9](=[O:32])[CH2:10][C@@:11]1([C:20]2[S:21][C:22]([C:25]3[CH:26]=[CH:27][C:28]([Cl:31])=[CH:29][CH:30]=3)=[CH:23][CH:24]=2)[S:17](=[O:19])(=[O:18])[CH2:16][CH2:15][N:14]([S:45]([NH:44][CH2:43][CH2:42][O:41][CH3:40])(=[O:47])=[O:46])[CH2:13][CH2:12]1. (4) Given the reactants Cl[CH2:2][CH2:3][CH2:4][O:5][C:6]1[CH:11]=[CH:10][C:9]([C:12]2[S:13][C:14]3[CH2:19][CH2:18][NH:17][CH2:16][C:15]=3[N:20]=2)=[CH:8][CH:7]=1.[CH3:21][C@@H:22]1[CH2:26][CH2:25][CH2:24][NH:23]1, predict the reaction product. The product is: [CH3:21][C@@H:22]1[CH2:26][CH2:25][CH2:24][N:23]1[CH2:2][CH2:3][CH2:4][O:5][C:6]1[CH:11]=[CH:10][C:9]([C:12]2[S:13][C:14]3[CH2:19][CH2:18][NH:17][CH2:16][C:15]=3[N:20]=2)=[CH:8][CH:7]=1. (5) Given the reactants [Cl:1][C:2]1[CH:9]=[C:8]([OH:10])[CH:7]=[CH:6][C:3]=1[CH:4]=[O:5].Br[CH2:12][CH:13]1[CH2:15][CH2:14]1.C(=O)([O-])[O-].[K+].[K+], predict the reaction product. The product is: [Cl:1][C:2]1[CH:9]=[C:8]([O:10][CH2:12][CH:13]2[CH2:15][CH2:14]2)[CH:7]=[CH:6][C:3]=1[CH:4]=[O:5]. (6) Given the reactants [H-].[H-].[H-].[H-].[Li+].[Al+3].[CH:7]1[C:16]2[CH2:15][CH2:14][CH2:13][CH2:12][C:11]=2[CH:10]=[CH:9][C:8]=1[C:17](O)=[O:18].O.[OH-].[K+], predict the reaction product. The product is: [CH2:12]1[C:11]2[C:16](=[CH:7][C:8]([CH2:17][OH:18])=[CH:9][CH:10]=2)[CH2:15][CH2:14][CH2:13]1. (7) Given the reactants [CH3:1][O:2][C:3]1[CH:8]=[CH:7][C:6](B(O)O)=[CH:5][CH:4]=1.[F-].[Cs+].Cl[C:15]1[CH:23]=[C:22]2[C:18]([C:19]([NH:32][C:33](=[O:37])[CH2:34][CH2:35][CH3:36])=[N:20][N:21]2[CH2:24][O:25][CH2:26][CH2:27][Si:28]([CH3:31])([CH3:30])[CH3:29])=[CH:17][CH:16]=1, predict the reaction product. The product is: [CH3:1][O:2][C:3]1[CH:8]=[CH:7][C:6]([C:15]2[CH:23]=[C:22]3[C:18]([C:19]([NH:32][C:33](=[O:37])[CH2:34][CH2:35][CH3:36])=[N:20][N:21]3[CH2:24][O:25][CH2:26][CH2:27][Si:28]([CH3:31])([CH3:29])[CH3:30])=[CH:17][CH:16]=2)=[CH:5][CH:4]=1.